From a dataset of Catalyst prediction with 721,799 reactions and 888 catalyst types from USPTO. Predict which catalyst facilitates the given reaction. Reactant: [NH:1]1[CH2:5][CH2:4][CH2:3][CH2:2]1.[I:6][C:7]1[CH:8]=[C:9]([C:12](=[O:17])C(Cl)(Cl)Cl)[NH:10][CH:11]=1. Product: [I:6][C:7]1[CH:8]=[C:9]([C:12]([N:1]2[CH2:5][CH2:4][CH2:3][CH2:2]2)=[O:17])[NH:10][CH:11]=1. The catalyst class is: 10.